Dataset: Full USPTO retrosynthesis dataset with 1.9M reactions from patents (1976-2016). Task: Predict the reactants needed to synthesize the given product. (1) Given the product [F:21][C:22]1[CH:27]=[CH:26][C:25]([NH:28][C:2]2[C:11]3[C:6](=[CH:7][C:8]([O:12][CH3:13])=[CH:9][CH:10]=3)[CH:5]=[C:4]([NH:14][C:15]3[CH:19]=[C:18]([CH3:20])[NH:17][N:16]=3)[N:3]=2)=[CH:24][CH:23]=1, predict the reactants needed to synthesize it. The reactants are: Cl[C:2]1[C:11]2[C:6](=[CH:7][C:8]([O:12][CH3:13])=[CH:9][CH:10]=2)[CH:5]=[C:4]([NH:14][C:15]2[CH:19]=[C:18]([CH3:20])[NH:17][N:16]=2)[N:3]=1.[F:21][C:22]1[CH:27]=[CH:26][C:25]([NH2:28])=[CH:24][CH:23]=1. (2) Given the product [NH2:1][CH2:2][CH:3]([C@:5]12[O:12][C@:9]([C:13]3[CH:18]=[CH:17][C:16]([Cl:19])=[C:15]([CH2:20][C:21]4[CH:26]=[CH:25][C:24]([O:27][CH2:28][CH3:29])=[CH:23][CH:22]=4)[CH:14]=3)([O:10][CH2:11]1)[C@H:8]([OH:30])[C@@H:7]([OH:38])[C@@H:6]2[OH:46])[OH:4], predict the reactants needed to synthesize it. The reactants are: [NH2:1][CH2:2][CH:3]([C@:5]12[O:12][C@:9]([C:13]3[CH:18]=[CH:17][C:16]([Cl:19])=[C:15]([CH2:20][C:21]4[CH:26]=[CH:25][C:24]([O:27][CH2:28][CH3:29])=[CH:23][CH:22]=4)[CH:14]=3)([O:10][CH2:11]1)[C@H:8]([O:30]CC1C=CC=CC=1)[C@@H:7]([O:38]CC1C=CC=CC=1)[C@@H:6]2[O:46]CC1C=CC=CC=1)[OH:4].ClC1C=CC=CC=1Cl. (3) The reactants are: C[Mg]Br.[CH2:4]([N:11]1[CH2:15][CH2:14][C:13](=[O:16])[CH2:12]1)[C:5]1[CH:10]=[CH:9][CH:8]=[CH:7][CH:6]=1.O.[CH2:18](OCC)C. Given the product [CH2:4]([N:11]1[CH2:15][CH2:14][C:13]([CH3:18])([OH:16])[CH2:12]1)[C:5]1[CH:6]=[CH:7][CH:8]=[CH:9][CH:10]=1, predict the reactants needed to synthesize it. (4) The reactants are: [CH3:1][C:2]1[S:6][C:5]([C:7]([C:9]2[CH:10]=[C:11]([CH3:15])[CH:12]=[CH:13][CH:14]=2)=O)=[CH:4][CH:3]=1.Cl.O([NH2:19])C.B.C1COCC1.[OH-].[Na+]. Given the product [CH3:1][C:2]1[S:6][C:5]([CH:7]([NH2:19])[C:9]2[CH:10]=[C:11]([CH3:15])[CH:12]=[CH:13][CH:14]=2)=[CH:4][CH:3]=1, predict the reactants needed to synthesize it. (5) Given the product [CH3:32][C:2]([CH3:1])([CH2:28][CH2:29][CH2:30][CH3:31])[C:3]([NH:5][CH2:6][CH:7]1[O:11][C:10]([CH3:12])([CH3:13])[N:9]([C:14]([O:16][C:17]([CH3:18])([CH3:19])[CH3:20])=[O:15])[C@H:8]1[CH2:21][C@H:22]([CH:26]=[O:27])[CH:23]([CH3:24])[CH3:25])=[O:4], predict the reactants needed to synthesize it. The reactants are: [CH3:1][C:2]([CH3:32])([CH2:28][CH2:29][CH2:30][CH3:31])[C:3]([NH:5][CH2:6][CH:7]1[O:11][C:10]([CH3:13])([CH3:12])[N:9]([C:14]([O:16][C:17]([CH3:20])([CH3:19])[CH3:18])=[O:15])[C@H:8]1[CH2:21][C@H:22]([CH2:26][OH:27])[CH:23]([CH3:25])[CH3:24])=[O:4].CC(OI1(OC(C)=O)(OC(C)=O)OC(=O)C2C=CC=CC1=2)=O. (6) Given the product [CH3:26][C:21]1[C:20]([C:7]2[C:8]3[O:13][CH2:12][CH:11]([C:14]4[CH:19]=[CH:18][CH:17]=[CH:16][CH:15]=4)[N:10]4[C:2]([C:27]5[CH:32]=[CH:31][CH:30]=[CH:29][CH:28]=5)=[N:3][C:4]([C:9]=34)=[CH:5][CH:6]=2)=[C:24]([CH3:25])[O:23][N:22]=1, predict the reactants needed to synthesize it. The reactants are: Cl[C:2]1[N:10]2[CH:11]([C:14]3[CH:19]=[CH:18][CH:17]=[CH:16][CH:15]=3)[CH2:12][O:13][C:8]3=[C:9]2[C:4](=[CH:5][CH:6]=[C:7]3[C:20]2[C:21]([CH3:26])=[N:22][O:23][C:24]=2[CH3:25])[N:3]=1.[C:27]1(B(O)O)[CH:32]=[CH:31][CH:30]=[CH:29][CH:28]=1.C(Cl)Cl.C(=O)([O-])[O-].[K+].[K+]. (7) Given the product [Br:19][C:20]1[CH:21]=[C:22]([NH:23][C:2]2[C:11]3[C:6](=[CH:7][C:8]4[O:15][CH2:14][CH:13]([CH2:16][O:17][CH3:18])[O:12][C:9]=4[CH:10]=3)[N:5]=[CH:4][N:3]=2)[CH:24]=[CH:25][CH:26]=1, predict the reactants needed to synthesize it. The reactants are: Cl[C:2]1[C:11]2[C:6](=[CH:7][C:8]3[O:15][CH2:14][CH:13]([CH2:16][O:17][CH3:18])[O:12][C:9]=3[CH:10]=2)[N:5]=[CH:4][N:3]=1.[Br:19][C:20]1[CH:21]=[C:22]([CH:24]=[CH:25][CH:26]=1)[NH2:23].